This data is from CYP3A4 inhibition data for predicting drug metabolism from PubChem BioAssay. The task is: Regression/Classification. Given a drug SMILES string, predict its absorption, distribution, metabolism, or excretion properties. Task type varies by dataset: regression for continuous measurements (e.g., permeability, clearance, half-life) or binary classification for categorical outcomes (e.g., BBB penetration, CYP inhibition). Dataset: cyp3a4_veith. (1) The drug is CCOC(C(=O)OCCCN(CC)CC)(c1ccccc1)c1ccccc1.Cl. The result is 1 (inhibitor). (2) The compound is O=C(NC(=S)NNC(=O)c1cccs1)c1ccco1. The result is 0 (non-inhibitor). (3) The molecule is O=C(c1ccco1)N1CCN(C(=O)c2nn3cccnc3c2Cl)CC1. The result is 0 (non-inhibitor). (4) The molecule is N#Cc1cccc(-c2ccc3ncnc(NCCN4CCOCC4)c3c2)c1. The result is 1 (inhibitor). (5) The molecule is COc1c(N2CCN(C(=S)Nc3ccc(F)cc3)C(C)C2)c(F)cc2c(=O)c(C(=O)O)cn(C3CC3)c12. The result is 0 (non-inhibitor). (6) The molecule is COc1cccc(N=Cc2c[nH][nH]c2=O)c1. The result is 1 (inhibitor). (7) The compound is CC(C)CN=C(N)N=C(N)N. The result is 0 (non-inhibitor). (8) The molecule is Cc1cccc(CNc2ccnc(-c3cccc(NS(C)(=O)=O)c3)n2)c1. The result is 1 (inhibitor).